This data is from Catalyst prediction with 721,799 reactions and 888 catalyst types from USPTO. The task is: Predict which catalyst facilitates the given reaction. Reactant: [CH2:1]([O:8][C:9]1[C:14]([CH2:15][N:16]2[CH2:25][CH2:24][C:23]3[C:22]([C:26]([OH:28])=O)=[CH:21][C:20]([O:29][CH:30]([CH3:32])[CH3:31])=[C:19]([Cl:33])[C:18]=3[C:17]2=[O:34])=[C:13]([CH3:35])[CH:12]=[C:11]([CH3:36])[N:10]=1)[C:2]1[CH:7]=[CH:6][CH:5]=[CH:4][CH:3]=1.[CH2:37]([N:39](CC)[CH2:40]C)C.CN(C(ON1N=NC2C=CC=NC1=2)=[N+](C)C)C.F[P-](F)(F)(F)(F)F.CNC.Cl. The catalyst class is: 18. Product: [CH2:1]([O:8][C:9]1[C:14]([CH2:15][N:16]2[CH2:25][CH2:24][C:23]3[C:22]([C:26]([N:39]([CH3:40])[CH3:37])=[O:28])=[CH:21][C:20]([O:29][CH:30]([CH3:32])[CH3:31])=[C:19]([Cl:33])[C:18]=3[C:17]2=[O:34])=[C:13]([CH3:35])[CH:12]=[C:11]([CH3:36])[N:10]=1)[C:2]1[CH:7]=[CH:6][CH:5]=[CH:4][CH:3]=1.